Dataset: Catalyst prediction with 721,799 reactions and 888 catalyst types from USPTO. Task: Predict which catalyst facilitates the given reaction. Reactant: [CH:1]1([C:7]2[C:15]3[C:10](=[CH:11][C:12]([C:16]([O:18][CH3:19])=[O:17])=[CH:13][CH:14]=3)[NH:9][C:8]=2[C:20]2[CH:25]=[CH:24][CH:23]=[CH:22][C:21]=2[OH:26])[CH2:6][CH2:5][CH2:4][CH2:3][CH2:2]1.C([O-])([O-])=O.[K+].[K+].[CH2:33](Br)[CH:34]=[CH2:35]. Product: [CH2:35]([O:26][C:21]1[CH:22]=[CH:23][CH:24]=[CH:25][C:20]=1[C:8]1[NH:9][C:10]2[C:15]([C:7]=1[CH:1]1[CH2:6][CH2:5][CH2:4][CH2:3][CH2:2]1)=[CH:14][CH:13]=[C:12]([C:16]([O:18][CH3:19])=[O:17])[CH:11]=2)[CH:34]=[CH2:33]. The catalyst class is: 496.